Dataset: Drug-target binding data from BindingDB using IC50 measurements. Task: Regression. Given a target protein amino acid sequence and a drug SMILES string, predict the binding affinity score between them. We predict pIC50 (pIC50 = -log10(IC50 in M); higher means more potent). Dataset: bindingdb_ic50. (1) The small molecule is CC[C@H](CO)Nc1nc(NCc2ccccc2)c2ncn(C(C)C)c2n1. The target protein (P97633) has sequence MASSSGSKAEFIVGGKYKLVRKIGSGSFGDIYLAINITNGEEVAVKLESQKARHPQLLYESKLYKILQGGVGIPHIRWYGQGKDYNVLVMDLLGPSLEDLFNFCSRRFTMKTVLMLADQMISRIEYVHTKNFIHRDIKPDNFLMGIGRHCNKLFLIDFGLAKKYRDNRTRQHIPYREDKNLTGTARYASINAHLGIEQSRRDDMESLGYVLMYFNRTSLPWQGLKAATKKQKYEKISEKKMSTPVEVLCKGFPAEFAMYLNYCRGLRFEEAPDYMYLRQLFRILFRTLNHQYDYTFDWTMLKQKAAQQAASSSGQGQQAQTPTGF. The pIC50 is 4.8. (2) The small molecule is O=c1cc2oc3cc(O)c(O)cc3c(-c3ccccc3O)c-2cc1O. The target protein (P9WH09) has sequence MAGRSERLVITGAGGQLGSHLTAQAAREGRDMLALTSSQWDITDPAAAERIIRHGDVVINCAAYTDVDGAESNEAVAYAVNATGPQHLARACARVGARLIHVSTDYVFDGDFGGAEPRPYEPTDETAPQGVYARSKLAGEQAVLAAFPEAAVVRTAWVYTGGTGKDFVAVMRRLAAGHGRVDVVDDQTGSPTYVADLAEALLALADAGVRGRVLHAANEGVVSRFGQARAVFEECGADPQRVRPVSSAQFPRPAPRSSYSALSSRQWALAGLTPLRHWRSALATALAAPANSTSIDRRLPSTRD. The pIC50 is 5.7. (3) The small molecule is CC(=O)[O+]=Nc1c(-[c-]2c(=O)[nH]c3cc(Br)c([N+](=O)[O-])cc32)[nH]c2ccccc12. The target protein sequence is MSGRPRTTSFAESCKPVQQPSAFGSMKVSRDKDGSKVTTVVATPGQGPDRPQEVSYTDTKVIGNGSFGVVYQAKLCDSGELVAIKKVLQDKRFKNRELQIMRKLDHCNIVRLRYFFYSSGEKKDEVYLNLVLDYVPETVYRVARHYSRAKQTLPVIYVKLYMYQLFRSLAYIHSFGICHRDIKPQNLLLDPDTAVLKLCDFGSAKQLVRGEPNVSYICSRYYRAPELIFGATDYTSSIDVWSAGCVLAELLLGQPIFPGDSGVDQLVEIIKVLGTPTREQIREMNPNYTEFKFPQIKAHPWTKDSSGTGHFTSGVRVFRPRTPPEAIALCSRLLEYTPTARLTPLEACAHSFFDELRDPNVKLPNGRDTPALFNFTTQELSSNPPLATILIPPHARIQAAASTPSNATAASDTNAGDRGQTNNTASASASNST. The pIC50 is 8.2.